Task: Predict which catalyst facilitates the given reaction.. Dataset: Catalyst prediction with 721,799 reactions and 888 catalyst types from USPTO (1) Reactant: [F-].C([N+](CCCC)(CCCC)CCCC)CCC.[CH2:19]([O:21][C:22]([C@H:24]1[C@H:29]2[C@@H:25]1[O:26][C:27]1[CH:33]=[CH:32][C:31]([O:34][Si](C(C)(C)C)(C)C)=[CH:30][C:28]=12)=[O:23])[CH3:20]. Product: [OH:34][C:31]1[CH:32]=[CH:33][C:27]2[O:26][C@@H:25]3[C@@H:24]([C:22]([O:21][CH2:19][CH3:20])=[O:23])[C@@H:29]3[C:28]=2[CH:30]=1. The catalyst class is: 1. (2) Reactant: [CH:1]1([O:7][C:8]2[CH:13]=[CH:12][C:11]([CH2:14][C:15](N(OC)C)=[O:16])=[CH:10][CH:9]=2)[CH2:6][CH2:5][CH2:4][CH2:3][CH2:2]1.[CH:21]1([Mg]Br)[CH2:23][CH2:22]1.C(=O)=O.CC(C)=O. Product: [CH:1]1([O:7][C:8]2[CH:9]=[CH:10][C:11]([CH2:14][C:15]([CH:21]3[CH2:23][CH2:22]3)=[O:16])=[CH:12][CH:13]=2)[CH2:2][CH2:3][CH2:4][CH2:5][CH2:6]1. The catalyst class is: 1.